From a dataset of Forward reaction prediction with 1.9M reactions from USPTO patents (1976-2016). Predict the product of the given reaction. (1) The product is: [Br:1][C:2]1[CH:7]=[CH:6][C:5]([S:8]([N:11]([CH3:13])[CH3:12])(=[O:10])=[O:9])=[C:4]([C:15]#[N:16])[CH:3]=1. Given the reactants [Br:1][C:2]1[CH:7]=[CH:6][C:5]([S:8]([N:11]([CH3:13])[CH3:12])(=[O:10])=[O:9])=[C:4](F)[CH:3]=1.[C-:15]#[N:16].[Na+], predict the reaction product. (2) Given the reactants [CH2:1]([O:8][C:9]1[CH:20]=[C:19]2[C:12]([NH:13][CH:14]=[C:15]2[CH2:16][CH2:17][NH2:18])=[CH:11][CH:10]=1)[C:2]1[CH:7]=[CH:6][CH:5]=[CH:4][CH:3]=1.[CH3:21][N:22]([CH3:36])[C:23]1([C:30]2[CH:35]=[CH:34][CH:33]=[CH:32][CH:31]=2)[CH2:28][CH2:27][C:26](=O)[CH2:25][CH2:24]1.C(O)(=O)C.C(O[BH-](OC(=O)C)OC(=O)C)(=O)C.[Na+], predict the reaction product. The product is: [CH2:1]([O:8][C:9]1[CH:20]=[C:19]2[C:12](=[CH:11][CH:10]=1)[NH:13][CH:14]=[C:15]2[CH2:16][CH2:17][NH:18][CH:26]1[CH2:25][CH2:24][C:23]([C:30]2[CH:31]=[CH:32][CH:33]=[CH:34][CH:35]=2)([N:22]([CH3:36])[CH3:21])[CH2:28][CH2:27]1)[C:2]1[CH:3]=[CH:4][CH:5]=[CH:6][CH:7]=1. (3) Given the reactants [CH2:1]([N:3]([CH2:13][CH3:14])[C:4](=[O:12])[CH2:5][N:6]1[CH2:11][CH2:10][NH:9][CH2:8][CH2:7]1)[CH3:2].Cl[C:16]1[N:21]=[C:20]([CH2:22][OH:23])[CH:19]=[CH:18][CH:17]=1, predict the reaction product. The product is: [CH2:13]([N:3]([CH2:1][CH3:2])[C:4](=[O:12])[CH2:5][N:6]1[CH2:11][CH2:10][N:9]([C:16]2[CH:17]=[CH:18][CH:19]=[C:20]([CH2:22][OH:23])[N:21]=2)[CH2:8][CH2:7]1)[CH3:14]. (4) Given the reactants Br[C:2]1[C:7]([N:8]([CH3:10])[CH3:9])=[CH:6][C:5]([C:11]2[CH:16]=[CH:15][C:14]([Cl:17])=[CH:13][CH:12]=2)=[CH:4][N:3]=1.[CH3:18][Si:19]([C:22]#[CH:23])([CH3:21])[CH3:20], predict the reaction product. The product is: [Cl:17][C:14]1[CH:15]=[CH:16][C:11]([C:5]2[CH:6]=[C:7]([N:8]([CH3:10])[CH3:9])[C:2]([C:23]#[C:22][Si:19]([CH3:21])([CH3:20])[CH3:18])=[N:3][CH:4]=2)=[CH:12][CH:13]=1. (5) Given the reactants S(Cl)([Cl:3])=O.[C:5]1([NH:15][CH2:16][C:17]([OH:19])=[O:18])[C:14]2[C:9](=[CH:10][CH:11]=[CH:12][CH:13]=2)[CH:8]=[CH:7][CH:6]=1.[CH3:20]O, predict the reaction product. The product is: [ClH:3].[CH3:20][O:18][C:17](=[O:19])[CH2:16][NH:15][C:5]1[C:14]2[C:9](=[CH:10][CH:11]=[CH:12][CH:13]=2)[CH:8]=[CH:7][CH:6]=1.